This data is from NCI-60 drug combinations with 297,098 pairs across 59 cell lines. The task is: Regression. Given two drug SMILES strings and cell line genomic features, predict the synergy score measuring deviation from expected non-interaction effect. Drug 1: CCC1(CC2CC(C3=C(CCN(C2)C1)C4=CC=CC=C4N3)(C5=C(C=C6C(=C5)C78CCN9C7C(C=CC9)(C(C(C8N6C=O)(C(=O)OC)O)OC(=O)C)CC)OC)C(=O)OC)O.OS(=O)(=O)O. Drug 2: CN1C(=O)N2C=NC(=C2N=N1)C(=O)N. Cell line: HOP-92. Synergy scores: CSS=12.7, Synergy_ZIP=-2.66, Synergy_Bliss=-2.91, Synergy_Loewe=-90.5, Synergy_HSA=-4.21.